This data is from Forward reaction prediction with 1.9M reactions from USPTO patents (1976-2016). The task is: Predict the product of the given reaction. (1) The product is: [CH3:16][C@@H:13]([CH2:14][CH3:15])[C@H:5]([N:4]1[CH2:3][CH2:2][N:1]([CH2:28][C:26]2[N:27]=[C:23]([C:18]3[CH:19]=[CH:20][CH:21]=[CH:22][N:17]=3)[S:24][CH:25]=2)[C:32]1=[O:33])[C:6]([O:8][C:9]([CH3:10])([CH3:11])[CH3:12])=[O:7]. Given the reactants [NH2:1][CH2:2][CH2:3][NH:4][C@@H:5]([C@@H:13]([CH3:16])[CH2:14][CH3:15])[C:6]([O:8][C:9]([CH3:12])([CH3:11])[CH3:10])=[O:7].[N:17]1[CH:22]=[CH:21][CH:20]=[CH:19][C:18]=1[C:23]1[S:24][CH:25]=[C:26]([CH:28]=O)[N:27]=1.[BH4-].[Na+].[C:32](=O)(OC1C=CC([N+]([O-])=O)=CC=1)[O:33]C1C=CC([N+]([O-])=O)=CC=1.C(N(CC)CC)C, predict the reaction product. (2) Given the reactants [Br:1][C:2]1[CH:3]=[CH:4][C:5]([Cl:12])=[C:6]2[C:10]=1[NH:9][N:8]=[C:7]2[NH2:11].C(N(CC)C(C)C)(C)C.[CH3:22][S:23](Cl)(=[O:25])=[O:24], predict the reaction product. The product is: [Br:1][C:2]1[CH:3]=[CH:4][C:5]([Cl:12])=[C:6]2[C:10]=1[NH:9][N:8]=[C:7]2[NH:11][S:23]([CH3:22])(=[O:25])=[O:24]. (3) Given the reactants C(OC(=O)[NH:7][C@@H:8]1[CH2:13][CH2:12][CH2:11][CH2:10][C@H:9]1[CH2:14][C:15]1[CH:20]=[CH:19][C:18]([N:21]2[CH2:25][C:24](=[O:26])[N:23]([CH2:27][CH2:28][Si:29]([CH3:32])([CH3:31])[CH3:30])[S:22]2(=[O:34])=[O:33])=[C:17]([O:35][CH2:36][C:37]2[CH:42]=[CH:41][CH:40]=[CH:39][CH:38]=2)[CH:16]=1)(C)(C)C, predict the reaction product. The product is: [NH2:7][C@@H:8]1[CH2:13][CH2:12][CH2:11][CH2:10][C@H:9]1[CH2:14][C:15]1[CH:20]=[CH:19][C:18]([N:21]2[S:22](=[O:34])(=[O:33])[N:23]([CH2:27][CH2:28][Si:29]([CH3:31])([CH3:32])[CH3:30])[C:24](=[O:26])[CH2:25]2)=[C:17]([O:35][CH2:36][C:37]2[CH:38]=[CH:39][CH:40]=[CH:41][CH:42]=2)[CH:16]=1.